This data is from Reaction yield outcomes from USPTO patents with 853,638 reactions. The task is: Predict the reaction yield, written as a fraction of the theoretical maximum amount of product (1.0 means a 100% yield; for example, 0.34 means a 34% yield). (1) The reactants are [Br:1][C:2]1[C:3]([F:17])=[C:4]([N+:14]([O-])=O)[C:5]([O:12][CH3:13])=[C:6]([CH:11]=1)[C:7]([O:9][CH3:10])=[O:8]. The catalyst is C(O)(=O)C.[Fe]. The product is [NH2:14][C:4]1[C:5]([O:12][CH3:13])=[C:6]([CH:11]=[C:2]([Br:1])[C:3]=1[F:17])[C:7]([O:9][CH3:10])=[O:8]. The yield is 0.880. (2) The reactants are [CH3:1][N:2](C)[C:3](Cl)=O.[CH2:7]([NH:13][C:14](=O)[CH3:15])[CH2:8][CH2:9][CH2:10]CC.[OH-].[Na+].C(=O)([O-])[O-].[Ca+2]. The catalyst is C1(C)C=CC=CC=1.O. The product is [CH3:1][N:2]([CH3:3])[C:14](=[N:13][CH2:7][CH2:8][CH2:9][CH3:10])[CH3:15]. The yield is 0.320. (3) The reactants are F[C:2]1[CH:11]=[CH:10][C:9]([N+:12]([O-:14])=[O:13])=[C:8]2[C:3]=1[CH2:4][CH2:5][N:6]([CH3:16])[C:7]2=[O:15].[C:17]([O:21][C:22]([N:24]1[CH2:29][CH2:28][N:27]([CH:30]2[CH2:35][CH2:34][NH:33][CH2:32][CH2:31]2)[CH2:26][CH2:25]1)=[O:23])([CH3:20])([CH3:19])[CH3:18].C([O-])([O-])=O.[K+].[K+]. The catalyst is CS(C)=O. The product is [C:17]([O:21][C:22]([N:24]1[CH2:25][CH2:26][N:27]([CH:30]2[CH2:35][CH2:34][N:33]([C:2]3[CH:11]=[CH:10][C:9]([N+:12]([O-:14])=[O:13])=[C:8]4[C:3]=3[CH2:4][CH2:5][N:6]([CH3:16])[C:7]4=[O:15])[CH2:32][CH2:31]2)[CH2:28][CH2:29]1)=[O:23])([CH3:20])([CH3:18])[CH3:19]. The yield is 0.410.